Dataset: Forward reaction prediction with 1.9M reactions from USPTO patents (1976-2016). Task: Predict the product of the given reaction. The product is: [CH2:5]([C:7]1[CH:26]=[CH:25][CH:24]=[C:23]([CH3:27])[C:8]=1[CH2:9][NH:10][C:11]1[C:12]2[N:13]([N:19]=[C:20]([CH3:22])[N:21]=2)[CH:14]=[C:15]([CH2:17][O:32][CH2:31][CH2:30][O:29][CH3:28])[CH:16]=1)[CH3:6]. Given the reactants [Na].[H][H].Cl.[CH2:5]([C:7]1[CH:26]=[CH:25][CH:24]=[C:23]([CH3:27])[C:8]=1[CH2:9][NH:10][C:11]1[C:12]2[N:13]([N:19]=[C:20]([CH3:22])[N:21]=2)[CH:14]=[C:15]([CH2:17]Cl)[CH:16]=1)[CH3:6].[CH3:28][O:29][CH2:30][CH2:31][OH:32], predict the reaction product.